Dataset: Reaction yield outcomes from USPTO patents with 853,638 reactions. Task: Predict the reaction yield, written as a fraction of the theoretical maximum amount of product (1.0 means a 100% yield; for example, 0.34 means a 34% yield). (1) The reactants are [C:1](/[C:3](=[C:8]1/[C:9](=[O:22])[NH:10][C:11]2[C:16]/1=[CH:15][C:14]([O:17][C:18]([F:21])([F:20])[F:19])=[CH:13][CH:12]=2)/[C:4]([O:6][CH3:7])=[O:5])#[N:2].[C-:23]#[N:24].[K+]. No catalyst specified. The product is [C:1]([CH:3]([C:8]1([C:23]#[N:24])[C:16]2[C:11](=[CH:12][CH:13]=[C:14]([O:17][C:18]([F:19])([F:21])[F:20])[CH:15]=2)[NH:10][C:9]1=[O:22])[C:4]([O:6][CH3:7])=[O:5])#[N:2]. The yield is 0.900. (2) The reactants are [CH3:1][C:2]([OH:6])([C:4]#[CH:5])[CH3:3].[Li]CCCC.[N+:12]([C:15]1[CH:22]=[CH:21][C:18]([CH:19]=[O:20])=[CH:17][CH:16]=1)([O-:14])=[O:13]. The catalyst is C1COCC1. The product is [CH3:1][C:2]([OH:6])([CH3:3])[C:4]#[C:5][CH:19]([C:18]1[CH:17]=[CH:16][C:15]([N+:12]([O-:14])=[O:13])=[CH:22][CH:21]=1)[OH:20]. The yield is 0.650. (3) The reactants are Cl[C:2]1[N:20]=[CH:19][CH:18]=[CH:17][C:3]=1[C:4]([NH:6][C:7]1[CH:12]=[CH:11][CH:10]=[CH:9][C:8]=1[NH:13][CH:14]1[CH2:16][CH2:15]1)=[O:5].[H-].[Na+]. The catalyst is N1C=CC=CC=1. The product is [CH:14]1([N:13]2[C:2]3[N:20]=[CH:19][CH:18]=[CH:17][C:3]=3[C:4](=[O:5])[NH:6][C:7]3[CH:12]=[CH:11][CH:10]=[CH:9][C:8]2=3)[CH2:16][CH2:15]1. The yield is 0.850. (4) The reactants are Cl[C:2]1[C:3]([CH3:19])=[C:4]([CH3:18])[C:5]2[N:6]([CH:8]=[C:9]([C:11]3[CH:16]=[CH:15][C:14]([F:17])=[CH:13][CH:12]=3)[N:10]=2)[N:7]=1.[NH:20]1[CH2:25][CH2:24][NH:23][CH2:22][CH2:21]1. The catalyst is O. The product is [F:17][C:14]1[CH:15]=[CH:16][C:11]([C:9]2[N:10]=[C:5]3[C:4]([CH3:18])=[C:3]([CH3:19])[C:2]([N:20]4[CH2:25][CH2:24][NH:23][CH2:22][CH2:21]4)=[N:7][N:6]3[CH:8]=2)=[CH:12][CH:13]=1. The yield is 0.700. (5) The reactants are [C:1]1([O:7][P:8]([CH2:11][C:12]([CH3:35])=[CH:13][CH2:14][C:15]2[C:16]([O:28][CH2:29][CH2:30][Si:31]([CH3:34])([CH3:33])[CH3:32])=[C:17]3[C:21](=[C:22]([CH3:26])[C:23]=2[O:24][CH3:25])[CH2:20][O:19][C:18]3=[O:27])(=[O:10])[OH:9])[CH:6]=[CH:5][CH:4]=[CH:3][CH:2]=1.[C:36]([O:41][CH2:42][CH3:43])(=[O:40])[C@H:37]([CH3:39])O.C1CN([P+](ON2N=NC3C=CC=CC2=3)(N2CCCC2)N2CCCC2)CC1.F[P-](F)(F)(F)(F)F. The catalyst is N1C=CC=CC=1. The product is [CH2:42]([O:41][C:36](=[O:40])[CH:37]([O:10][P:8]([CH2:11][C:12]([CH3:35])=[CH:13][CH2:14][C:15]1[C:16]([O:28][CH2:29][CH2:30][Si:31]([CH3:34])([CH3:32])[CH3:33])=[C:17]2[C:21](=[C:22]([CH3:26])[C:23]=1[O:24][CH3:25])[CH2:20][O:19][C:18]2=[O:27])([O:7][C:1]1[CH:2]=[CH:3][CH:4]=[CH:5][CH:6]=1)=[O:9])[CH3:39])[CH3:43]. The yield is 0.830. (6) The reactants are [CH2:1]([O:8][C:9]([N:11]1[CH2:16][CH2:15][N+:14]2=[N:17]O[C:19]([O-])=[C:13]2[CH2:12]1)=[O:10])[C:2]1[CH:7]=[CH:6][CH:5]=[CH:4][CH:3]=1.C(OC(N1CCNC(C(O)=O)C1)=O)C1C=CC=CC=1.[F:40][C:41]([F:45])([F:44])[C:42]#C. The catalyst is CC1C=CC=CC=1C. The product is [F:40][C:41]([F:45])([F:44])[C:42]1[CH:19]=[C:13]2[CH2:12][N:11]([C:9]([O:8][CH2:1][C:2]3[CH:7]=[CH:6][CH:5]=[CH:4][CH:3]=3)=[O:10])[CH2:16][CH2:15][N:14]2[N:17]=1. The yield is 0.610.